This data is from Full USPTO retrosynthesis dataset with 1.9M reactions from patents (1976-2016). The task is: Predict the reactants needed to synthesize the given product. (1) Given the product [CH:1]1([NH:4][C:5]([C:7]2[CH:12]=[C:11]([CH2:13][OH:14])[CH:10]=[CH:9][N:8]=2)=[O:6])[CH2:3][CH2:2]1, predict the reactants needed to synthesize it. The reactants are: [CH:1]1([NH:4][C:5]([C:7]2[CH:12]=[C:11]([C:13](OCC)=[O:14])[CH:10]=[CH:9][N:8]=2)=[O:6])[CH2:3][CH2:2]1.[Cl-].[Ca+2].[Cl-].[OH-].[Na+].[BH4-].[Na+]. (2) Given the product [F:33][C:13]1[CH:14]=[C:15]2[C:10](=[CH:11][CH:12]=1)[CH:9]=[C:8]([CH2:7][C:6]([OH:34])=[O:5])[C:17]([CH3:18])=[C:16]2[C:19]1[CH:20]=[CH:21][C:22]([S:25]([N:28]2[CH2:32][CH2:31][CH2:30][CH2:29]2)(=[O:26])=[O:27])=[CH:23][CH:24]=1, predict the reactants needed to synthesize it. The reactants are: O.[OH-].[Li+].C[O:5][C:6](=[O:34])[CH2:7][C:8]1[C:17]([CH3:18])=[C:16]([C:19]2[CH:24]=[CH:23][C:22]([S:25]([N:28]3[CH2:32][CH2:31][CH2:30][CH2:29]3)(=[O:27])=[O:26])=[CH:21][CH:20]=2)[C:15]2[C:10](=[CH:11][CH:12]=[C:13]([F:33])[CH:14]=2)[CH:9]=1.C1COCC1.O. (3) Given the product [Cl:42][C:39]1[CH:40]=[CH:41][C:24]2[N:23]3[C:43]([CH:46]([CH3:47])[CH3:48])=[N:44][N:45]=[C:22]3[CH:21]([CH2:20][C:19]([N:15]3[CH2:16][CH2:17][CH2:18][C@@H:14]3[C:13]([OH:50])=[O:12])=[O:49])[O:27][CH:26]([C:28]3[CH:33]=[CH:32][CH:31]=[C:30]([O:34][CH3:35])[C:29]=3[O:36][CH3:37])[C:25]=2[CH:38]=1, predict the reactants needed to synthesize it. The reactants are: FC(F)(F)C(O)=O.C([O:12][C:13](=[O:50])[C@H:14]1[CH2:18][CH2:17][CH2:16][N:15]1[C:19](=[O:49])[CH2:20][CH:21]1[O:27][CH:26]([C:28]2[CH:33]=[CH:32][CH:31]=[C:30]([O:34][CH3:35])[C:29]=2[O:36][CH3:37])[C:25]2[CH:38]=[C:39]([Cl:42])[CH:40]=[CH:41][C:24]=2[N:23]2[C:43]([CH:46]([CH3:48])[CH3:47])=[N:44][N:45]=[C:22]12)(C)(C)C. (4) Given the product [CH2:2]([O:4][C:5]1[CH:6]=[C:7]([F:25])[C:8]([CH2:9][N:10]2[C:18]3[C:13](=[CH:14][CH:15]=[CH:16][CH:17]=3)[C:12]([C:19]3[N:20]=[C:28]([NH2:27])[C:29]([O:32][CH3:33])=[CH:30][N:21]=3)=[N:11]2)=[C:22]([F:24])[CH:23]=1)[CH3:3], predict the reactants needed to synthesize it. The reactants are: Cl.[CH2:2]([O:4][C:5]1[CH:23]=[C:22]([F:24])[C:8]([CH2:9][N:10]2[C:18]3[C:13](=[CH:14][CH:15]=[CH:16][CH:17]=3)[C:12]([C:19](=[NH:21])[NH2:20])=[N:11]2)=[C:7]([F:25])[CH:6]=1)[CH3:3].C[N:27](C)[CH:28](N(C)C)[CH:29]([O:32][CH3:33])[C:30]#N.N1CCCCC1. (5) Given the product [OH:8][C@@H:9]1[C@@:35]2([CH3:36])[C:13](=[CH:14][CH:15]=[C:16]3[C@@H:34]2[CH2:33][CH2:32][C@@:31]2([CH3:37])[C@H:17]3[CH2:18][CH:19]=[C:20]2[C@H:21]([CH2:23][CH2:24][C:25]([CH2:26][CH3:27])([OH:28])[CH2:29][CH3:30])[CH3:22])[CH2:12][C@@H:11]([OH:38])[CH2:10]1, predict the reactants needed to synthesize it. The reactants are: [Si]([O:8][C@@H:9]1[C@@:35]2([CH3:36])[C:13](=[CH:14][CH:15]=[C:16]3[C@@H:34]2[CH2:33][CH2:32][C@@:31]2([CH3:37])[C@H:17]3[CH2:18][CH:19]=[C:20]2[C@H:21]([CH2:23][CH2:24][C:25]([CH2:29][CH3:30])([OH:28])[CH2:26][CH3:27])[CH3:22])[CH2:12][C@@H:11]([O:38][Si](C(C)(C)C)(C)C)[CH2:10]1)(C(C)(C)C)(C)C.[F-].C([N+](CCCC)(CCCC)CCCC)CCC.O. (6) Given the product [CH2:10]1[O:11][C:3]2[CH:2]=[CH:1][C:6]([CH:7]([C:17]3[CH:16]=[CH:15][C:14]4[O:13][CH2:12][O:20][C:19]=4[CH:18]=3)[OH:8])=[CH:5][C:4]=2[O:9]1, predict the reactants needed to synthesize it. The reactants are: [CH:1]1[C:6]([CH:7]=[O:8])=[CH:5][C:4]2[O:9][CH2:10][O:11][C:3]=2[CH:2]=1.[CH2:12]1[O:20][C:19]2[C:14](=[CH:15][CH:16]=[C-:17][CH:18]=2)[O:13]1.[Mg+2].[Br-]. (7) Given the product [C:1]([O:5][C:6](=[O:32])[C:7]1[CH:12]=[CH:11][C:10]([C:13]2[CH2:14][C@:15]([C:20]3[CH:25]=[C:24]([Cl:26])[CH:23]=[C:22]([Cl:27])[CH:21]=3)([C:16]([F:19])([F:18])[F:17])[CH2:28][N:29]=2)=[CH:9][C:8]=1[CH3:31])([CH3:4])([CH3:3])[CH3:2], predict the reactants needed to synthesize it. The reactants are: [C:1]([O:5][C:6](=[O:32])[C:7]1[CH:12]=[CH:11][C:10]([C:13](=O)[CH2:14][C@:15]([C:28]#[N:29])([C:20]2[CH:25]=[C:24]([Cl:26])[CH:23]=[C:22]([Cl:27])[CH:21]=2)[C:16]([F:19])([F:18])[F:17])=[CH:9][C:8]=1[CH3:31])([CH3:4])([CH3:3])[CH3:2]. (8) Given the product [Cl:1][C:2]1[N:9]=[C:8]([C:19]2[C:20]3[C:15](=[CH:14][CH:13]=[CH:12][CH:11]=3)[CH:16]=[CH:17][CH:18]=2)[CH:7]=[CH:6][C:3]=1[C:4]#[N:5], predict the reactants needed to synthesize it. The reactants are: [Cl:1][C:2]1[N:9]=[C:8](Cl)[CH:7]=[CH:6][C:3]=1[C:4]#[N:5].[C:11]1(B(O)O)[C:20]2[C:15](=[CH:16][CH:17]=[CH:18][CH:19]=2)[CH:14]=[CH:13][CH:12]=1.C(=O)([O-])[O-].[Na+].[Na+].O.